The task is: Regression. Given two drug SMILES strings and cell line genomic features, predict the synergy score measuring deviation from expected non-interaction effect.. This data is from NCI-60 drug combinations with 297,098 pairs across 59 cell lines. (1) Drug 2: CC1=C(C(=O)C2=C(C1=O)N3CC4C(C3(C2COC(=O)N)OC)N4)N. Cell line: SNB-75. Synergy scores: CSS=45.3, Synergy_ZIP=2.21, Synergy_Bliss=4.93, Synergy_Loewe=-27.9, Synergy_HSA=3.97. Drug 1: C1=CC(=CC=C1CC(C(=O)O)N)N(CCCl)CCCl.Cl. (2) Drug 1: CCC(=C(C1=CC=CC=C1)C2=CC=C(C=C2)OCCN(C)C)C3=CC=CC=C3.C(C(=O)O)C(CC(=O)O)(C(=O)O)O. Drug 2: CC1C(C(CC(O1)OC2CC(OC(C2O)C)OC3=CC4=CC5=C(C(=O)C(C(C5)C(C(=O)C(C(C)O)O)OC)OC6CC(C(C(O6)C)O)OC7CC(C(C(O7)C)O)OC8CC(C(C(O8)C)O)(C)O)C(=C4C(=C3C)O)O)O)O. Cell line: SK-MEL-5. Synergy scores: CSS=37.7, Synergy_ZIP=9.16, Synergy_Bliss=6.90, Synergy_Loewe=-15.0, Synergy_HSA=5.69. (3) Drug 1: C1C(C(OC1N2C=NC3=C(N=C(N=C32)Cl)N)CO)O. Drug 2: CCC1=C2CN3C(=CC4=C(C3=O)COC(=O)C4(CC)O)C2=NC5=C1C=C(C=C5)O. Cell line: CAKI-1. Synergy scores: CSS=43.5, Synergy_ZIP=5.30, Synergy_Bliss=5.71, Synergy_Loewe=1.79, Synergy_HSA=6.13. (4) Drug 1: C1=CC=C(C=C1)NC(=O)CCCCCCC(=O)NO. Drug 2: C1CN(P(=O)(OC1)NCCCl)CCCl. Cell line: UACC-257. Synergy scores: CSS=25.5, Synergy_ZIP=-7.56, Synergy_Bliss=-0.894, Synergy_Loewe=-3.91, Synergy_HSA=-0.0479. (5) Cell line: CCRF-CEM. Drug 2: C1C(C(OC1N2C=NC3=C2NC=NCC3O)CO)O. Drug 1: CN(C(=O)NC(C=O)C(C(C(CO)O)O)O)N=O. Synergy scores: CSS=66.8, Synergy_ZIP=-0.283, Synergy_Bliss=-1.86, Synergy_Loewe=-3.90, Synergy_HSA=-1.41. (6) Drug 1: CCC1=CC2CC(C3=C(CN(C2)C1)C4=CC=CC=C4N3)(C5=C(C=C6C(=C5)C78CCN9C7C(C=CC9)(C(C(C8N6C)(C(=O)OC)O)OC(=O)C)CC)OC)C(=O)OC.C(C(C(=O)O)O)(C(=O)O)O. Drug 2: CC1=C(C(=CC=C1)Cl)NC(=O)C2=CN=C(S2)NC3=CC(=NC(=N3)C)N4CCN(CC4)CCO. Cell line: RXF 393. Synergy scores: CSS=45.2, Synergy_ZIP=-8.41, Synergy_Bliss=0.294, Synergy_Loewe=2.76, Synergy_HSA=5.10. (7) Drug 1: C1CCN(CC1)CCOC2=CC=C(C=C2)C(=O)C3=C(SC4=C3C=CC(=C4)O)C5=CC=C(C=C5)O. Drug 2: C1CNP(=O)(OC1)N(CCCl)CCCl. Cell line: M14. Synergy scores: CSS=-3.56, Synergy_ZIP=1.58, Synergy_Bliss=-0.722, Synergy_Loewe=-3.95, Synergy_HSA=-3.97. (8) Drug 1: CN(C)C1=NC(=NC(=N1)N(C)C)N(C)C. Drug 2: CCC1(CC2CC(C3=C(CCN(C2)C1)C4=CC=CC=C4N3)(C5=C(C=C6C(=C5)C78CCN9C7C(C=CC9)(C(C(C8N6C)(C(=O)OC)O)OC(=O)C)CC)OC)C(=O)OC)O.OS(=O)(=O)O. Cell line: MOLT-4. Synergy scores: CSS=66.7, Synergy_ZIP=3.57, Synergy_Bliss=-5.18, Synergy_Loewe=-62.7, Synergy_HSA=-8.45.